This data is from Reaction yield outcomes from USPTO patents with 853,638 reactions. The task is: Predict the reaction yield, written as a fraction of the theoretical maximum amount of product (1.0 means a 100% yield; for example, 0.34 means a 34% yield). (1) The reactants are [CH2:1]([O:3][C:4](=[O:14])[CH2:5][C:6](=O)[CH2:7][C:8]([O:10][CH2:11][CH3:12])=[O:9])[CH3:2].[C:15]([O:19][C:20](=[O:27])[C:21](=[N:25]O)[C:22](=O)[CH3:23])([CH3:18])([CH3:17])[CH3:16].O. The catalyst is C(O)(=O)C.[Zn]. The product is [CH2:1]([O:3][C:4]([C:5]1[C:22]([CH3:23])=[C:21]([C:20]([O:19][C:15]([CH3:18])([CH3:17])[CH3:16])=[O:27])[NH:25][C:6]=1[CH2:7][C:8]([O:10][CH2:11][CH3:12])=[O:9])=[O:14])[CH3:2]. The yield is 0.885. (2) The reactants are [F-].C([N+](CCCC)(CCCC)CCCC)CCC.[CH2:19]([O:21][C:22](=[O:31])[CH:23]=[C:24]1[CH2:28][CH2:27][C:26]([CH3:30])([CH3:29])[CH2:25]1)[CH3:20].[N+:32]([CH3:35])([O-:34])=[O:33]. The catalyst is C1COCC1.C(OCC)(=O)C. The product is [CH2:19]([O:21][C:22](=[O:31])[CH2:23][C:24]1([CH2:35][N+:32]([O-:34])=[O:33])[CH2:28][CH2:27][C:26]([CH3:30])([CH3:29])[CH2:25]1)[CH3:20]. The yield is 0.410. (3) The reactants are [O:1]([C:8]1[C:13]2=[C:14]([CH3:18])[C:15]([OH:17])=[CH:16][N:12]2[N:11]=[CH:10][N:9]=1)[C:2]1[CH:7]=[CH:6][CH:5]=[CH:4][CH:3]=1.Br[CH2:20][CH2:21][CH2:22]Br.C([O-])([O-])=O.[K+].[K+].[CH3:30][S:31]([NH2:34])(=[O:33])=[O:32]. The catalyst is CN(C=O)C.ClCCl. The product is [CH3:18][C:14]1[C:15]([O:17][CH2:20][CH2:21][CH2:22][NH:34][S:31]([CH3:30])(=[O:33])=[O:32])=[CH:16][N:12]2[C:13]=1[C:8]([O:1][C:2]1[CH:3]=[CH:4][CH:5]=[CH:6][CH:7]=1)=[N:9][CH:10]=[N:11]2. The yield is 0.810. (4) The reactants are [CH2:1]([O:8][C:9]1[CH:14]=[CH:13][C:12](Br)=[CH:11][N:10]=1)[C:2]1[CH:7]=[CH:6][CH:5]=[CH:4][CH:3]=1.C([Li])CCC.CN(C)[CH:23]=[O:24].O. The catalyst is C(OCC)C.C(OCC)(=O)C. The product is [CH2:1]([O:8][C:9]1[N:10]=[CH:11][C:12]([CH:23]=[O:24])=[CH:13][CH:14]=1)[C:2]1[CH:7]=[CH:6][CH:5]=[CH:4][CH:3]=1. The yield is 0.860. (5) The reactants are [O:1]1[CH:5]=[CH:4][CH:3]=[C:2]1[C:6](Cl)=[O:7].[Cl:9][C:10]1[CH:11]=[C:12]2[C:17](=[CH:18][CH:19]=1)[N:16]([CH3:20])[C:15](=[O:21])[C:14]([C:22]#[N:23])=[C:13]2[N:24]1[CH2:29][CH2:28][NH:27][CH2:26][CH2:25]1. The catalyst is N1C=CC=CC=1. The product is [Cl:9][C:10]1[CH:11]=[C:12]2[C:17](=[CH:18][CH:19]=1)[N:16]([CH3:20])[C:15](=[O:21])[C:14]([C:22]#[N:23])=[C:13]2[N:24]1[CH2:25][CH2:26][N:27]([C:6]([C:2]2[O:1][CH:5]=[CH:4][CH:3]=2)=[O:7])[CH2:28][CH2:29]1. The yield is 0.680. (6) The reactants are [CH2:1]([O:4][C:5]1[C:16]([Br:17])=[CH:15][C:8]([C:9](N(OC)C)=[O:10])=[C:7]([Cl:18])[CH:6]=1)[CH:2]=[CH2:3].[CH2:19]([C:21]1[CH:26]=[CH:25][C:24]([Mg]Br)=[CH:23][CH:22]=1)[CH3:20].[NH4+].[Cl-]. The catalyst is C1COCC1. The product is [CH2:1]([O:4][C:5]1[C:16]([Br:17])=[CH:15][C:8]([C:9]([C:24]2[CH:25]=[CH:26][C:21]([CH2:19][CH3:20])=[CH:22][CH:23]=2)=[O:10])=[C:7]([Cl:18])[CH:6]=1)[CH:2]=[CH2:3]. The yield is 0.730. (7) The reactants are [C:1]1([C:7]#[C:8][C:9]2[CH:14]=[CH:13][CH:12]=[CH:11][CH:10]=2)[CH:6]=[CH:5][CH:4]=[CH:3][CH:2]=1.O.C1(/C=C\C2C=CC=CC=2)C=CC=CC=1.C1(/C=C/C2C=CC=CC=2)C=CC=CC=1. The catalyst is C(OCC)(=O)C. The product is [C:1]1([CH2:7][CH2:8][C:9]2[CH:10]=[CH:11][CH:12]=[CH:13][CH:14]=2)[CH:6]=[CH:5][CH:4]=[CH:3][CH:2]=1. The yield is 0.920.